From a dataset of Forward reaction prediction with 1.9M reactions from USPTO patents (1976-2016). Predict the product of the given reaction. (1) Given the reactants [NH2:1][C:2]1[S:3][CH:4]=[C:5]([C:7]2[CH:15]=[CH:14][C:10]([C:11]([OH:13])=O)=[CH:9][CH:8]=2)[N:6]=1.CN(C(ON1N=NC2C=CC=NC1=2)=[N+](C)C)C.F[P-](F)(F)(F)(F)F.CCN(C(C)C)C(C)C.[N:49]1([C:55]2[CH:60]=[CH:59][C:58]([NH2:61])=[CH:57][CH:56]=2)[CH2:54][CH2:53][O:52][CH2:51][CH2:50]1, predict the reaction product. The product is: [NH2:1][C:2]1[S:3][CH:4]=[C:5]([C:7]2[CH:8]=[CH:9][C:10]([C:11]([NH:61][C:58]3[CH:57]=[CH:56][C:55]([N:49]4[CH2:54][CH2:53][O:52][CH2:51][CH2:50]4)=[CH:60][CH:59]=3)=[O:13])=[CH:14][CH:15]=2)[N:6]=1. (2) Given the reactants [CH2:1]([C:13]1([CH2:24][CH2:25][CH2:26][CH2:27][CH2:28][CH2:29][CH2:30][CH2:31][CH2:32][CH2:33][CH2:34][CH3:35])[C:23]2[CH:22]=[CH:21][S:20][C:19]=2[C:15]2[S:16][CH:17]=[CH:18][C:14]1=2)[CH2:2][CH2:3][CH2:4][CH2:5][CH2:6][CH2:7][CH2:8][CH2:9][CH2:10][CH2:11][CH3:12].[C:36]([Li])([CH3:39])([CH3:38])C.[CH2:41]([Sn:45](Cl)([CH2:50][CH2:51][CH2:52][CH3:53])[CH2:46][CH2:47][CH2:48][CH3:49])[CH2:42][CH2:43][CH3:44].O, predict the reaction product. The product is: [CH2:24]([C:13]1([CH2:1][CH2:2][CH2:3][CH2:4][CH2:5][CH2:6][CH2:7][CH2:8][CH2:9][CH2:10][CH2:11][CH3:12])[C:14]2[CH:18]=[C:17]([Sn:45]([CH2:50][CH2:38][CH2:36][CH3:39])([CH2:46][CH2:47][CH2:48][CH3:49])[CH2:41][CH2:42][CH2:43][CH3:44])[S:16][C:15]=2[C:19]2[S:20][C:21]([Sn:45]([CH2:50][CH2:51][CH2:52][CH3:53])([CH2:46][CH2:47][CH2:48][CH3:49])[CH2:41][CH2:42][CH2:43][CH3:44])=[CH:22][C:23]1=2)[CH2:25][CH2:26][CH2:27][CH2:28][CH2:29][CH2:30][CH2:31][CH2:32][CH2:33][CH2:34][CH3:35].